Dataset: NCI-60 drug combinations with 297,098 pairs across 59 cell lines. Task: Regression. Given two drug SMILES strings and cell line genomic features, predict the synergy score measuring deviation from expected non-interaction effect. (1) Drug 1: CC1CCC2CC(C(=CC=CC=CC(CC(C(=O)C(C(C(=CC(C(=O)CC(OC(=O)C3CCCCN3C(=O)C(=O)C1(O2)O)C(C)CC4CCC(C(C4)OC)O)C)C)O)OC)C)C)C)OC. Drug 2: CCN(CC)CCNC(=O)C1=C(NC(=C1C)C=C2C3=C(C=CC(=C3)F)NC2=O)C. Cell line: KM12. Synergy scores: CSS=21.3, Synergy_ZIP=-1.42, Synergy_Bliss=-1.97, Synergy_Loewe=-3.20, Synergy_HSA=-0.606. (2) Drug 1: C(CC(=O)O)C(=O)CN.Cl. Drug 2: C(CCl)NC(=O)N(CCCl)N=O. Cell line: UACC-257. Synergy scores: CSS=8.56, Synergy_ZIP=-1.72, Synergy_Bliss=1.64, Synergy_Loewe=0.160, Synergy_HSA=0.932. (3) Drug 1: C1=CC(=CC=C1CCCC(=O)O)N(CCCl)CCCl. Drug 2: C1=CN(C=N1)CC(O)(P(=O)(O)O)P(=O)(O)O. Cell line: NCI-H522. Synergy scores: CSS=7.08, Synergy_ZIP=-7.60, Synergy_Bliss=-15.4, Synergy_Loewe=-13.3, Synergy_HSA=-12.8. (4) Synergy scores: CSS=19.1, Synergy_ZIP=-9.33, Synergy_Bliss=-0.0451, Synergy_Loewe=-0.651, Synergy_HSA=1.28. Drug 1: CC1OCC2C(O1)C(C(C(O2)OC3C4COC(=O)C4C(C5=CC6=C(C=C35)OCO6)C7=CC(=C(C(=C7)OC)O)OC)O)O. Cell line: UACC62. Drug 2: CC1=C(N=C(N=C1N)C(CC(=O)N)NCC(C(=O)N)N)C(=O)NC(C(C2=CN=CN2)OC3C(C(C(C(O3)CO)O)O)OC4C(C(C(C(O4)CO)O)OC(=O)N)O)C(=O)NC(C)C(C(C)C(=O)NC(C(C)O)C(=O)NCCC5=NC(=CS5)C6=NC(=CS6)C(=O)NCCC[S+](C)C)O.